Dataset: Forward reaction prediction with 1.9M reactions from USPTO patents (1976-2016). Task: Predict the product of the given reaction. (1) Given the reactants [CH3:1][O:2][C:3]([C:5]1[CH:10]=[CH:9][C:8]([C:11]2[C:12]([CH3:49])([CH3:48])[CH:13]3[C:26]([CH3:29])([CH2:27][CH:28]=2)[CH:25]2[C:16]([CH3:47])([C:17]4([CH3:46])[CH:22]([CH2:23][CH2:24]2)[CH:21]2[CH:30]([C:33]([CH3:35])=[CH2:34])[CH2:31][CH2:32][C:20]2([C:36]([O:38][Si:39]([C:42]([CH3:45])([CH3:44])[CH3:43])([CH3:41])[CH3:40])=[O:37])[CH2:19][CH2:18]4)[CH2:15][CH2:14]3)=[CH:7][CH:6]=1)=[O:4], predict the reaction product. The product is: [CH3:1][O:2][C:3]([C:5]1[CH:6]=[CH:7][C:8]([C:11]2[C:12]([CH3:48])([CH3:49])[C@H:13]3[C@:26]([CH3:29])([CH2:27][CH:28]=2)[C@@H:25]2[C@:16]([CH3:47])([C@@:17]4([CH3:46])[C:22](=[CH:23][CH2:24]2)[C@H:21]2[C@:20]([C:36]([O:38][Si:39]([C:42]([CH3:44])([CH3:43])[CH3:45])([CH3:41])[CH3:40])=[O:37])([CH2:32][CH2:31][C:33]([CH3:34])([CH3:35])[CH2:30]2)[CH2:19][CH2:18]4)[CH2:15][CH2:14]3)=[CH:9][CH:10]=1)=[O:4]. (2) The product is: [OH:25][CH2:13][CH2:12][CH:11]([NH:14][C:15](=[O:21])[O:16][C:17]([CH3:20])([CH3:19])[CH3:18])[CH:8]1[CH2:7][CH2:6][C:5]2([O:4][CH2:3][CH2:2][O:1]2)[CH2:10][CH2:9]1. Given the reactants [O:1]1[C:5]2([CH2:10][CH2:9][CH:8]([CH:11]([NH:14][C:15](=[O:21])[O:16][C:17]([CH3:20])([CH3:19])[CH3:18])[CH:12]=[CH2:13])[CH2:7][CH2:6]2)[O:4][CH2:3][CH2:2]1.[BH4-].[Na+].C[OH:25], predict the reaction product. (3) Given the reactants Cl.[F:2][C:3]1[CH:8]=[CH:7][C:6]([C:9](=[O:23])[CH:10]([NH2:22])[CH2:11][C:12]2[CH:17]=[CH:16][C:15]([C:18]([F:21])([F:20])[F:19])=[CH:14][CH:13]=2)=[CH:5][CH:4]=1.[O:24]=[C:25]1[CH:30]=[CH:29][O:28][C:27]([C:31](O)=[O:32])=[CH:26]1.Cl.C(N=C=NCCCN(C)C)C.ON1C2C=CC=CC=2N=N1.C1CCN2C(=NCCC2)CC1.Cl, predict the reaction product. The product is: [F:2][C:3]1[CH:4]=[CH:5][C:6]([C:9](=[O:23])[CH:10]([NH:22][C:31]([C:27]2[O:28][CH:29]=[CH:30][C:25](=[O:24])[CH:26]=2)=[O:32])[CH2:11][C:12]2[CH:17]=[CH:16][C:15]([C:18]([F:21])([F:20])[F:19])=[CH:14][CH:13]=2)=[CH:7][CH:8]=1. (4) Given the reactants [CH3:1][C@H:2]1[CH2:7][N:6]([C:8]2[CH:13]=[CH:12][C:11]([N+:14]([O-])=O)=[CH:10][CH:9]=2)[CH2:5][CH2:4][N:3]1[C:17]([O:19][C:20]([CH3:23])([CH3:22])[CH3:21])=[O:18], predict the reaction product. The product is: [NH2:14][C:11]1[CH:12]=[CH:13][C:8]([N:6]2[CH2:5][CH2:4][N:3]([C:17]([O:19][C:20]([CH3:23])([CH3:22])[CH3:21])=[O:18])[C@@H:2]([CH3:1])[CH2:7]2)=[CH:9][CH:10]=1. (5) Given the reactants C1C=CC2N(O)N=NC=2C=1.[CH:11]([NH:13][NH2:14])=[O:12].[Cl:15][C:16]1[CH:17]=[CH:18][C:19]([O:25][C:26]([CH3:44])([C:28]2[N:32]([CH3:33])[C:31]([C:34]3[CH:39]=[CH:38][CH:37]=[CH:36][C:35]=3[C:40]([F:43])([F:42])[F:41])=[N:30][N:29]=2)[CH3:27])=[C:20]([CH:24]=1)[C:21]([OH:23])=O.O, predict the reaction product. The product is: [Cl:15][C:16]1[CH:17]=[CH:18][C:19]([O:25][C:26]([CH3:27])([C:28]2[N:32]([CH3:33])[C:31]([C:34]3[CH:39]=[CH:38][CH:37]=[CH:36][C:35]=3[C:40]([F:41])([F:43])[F:42])=[N:30][N:29]=2)[CH3:44])=[C:20]([CH:24]=1)[C:21]([NH:14][NH:13][CH:11]=[O:12])=[O:23]. (6) The product is: [Cl:1][C:2]1[CH:10]=[CH:9][C:8]([NH:11][C:12]([CH:14]2[CH2:16][CH2:15]2)=[O:13])=[C:7]2[C:3]=1[CH2:4][N:5]([C@@H:18]([C:23]1[CH:28]=[CH:27][C:26]([O:29][CH3:30])=[C:25]([O:31][CH2:32][CH3:33])[CH:24]=1)[CH2:19][C:20](=[O:22])[N:36]([CH3:37])[CH3:34])[C:6]2=[O:17]. Given the reactants [Cl:1][C:2]1[CH:10]=[CH:9][C:8]([NH:11][C:12]([CH:14]2[CH2:16][CH2:15]2)=[O:13])=[C:7]2[C:3]=1[CH2:4][N:5]([C@@H:18]([C:23]1[CH:28]=[CH:27][C:26]([O:29][CH3:30])=[C:25]([O:31][CH2:32][CH3:33])[CH:24]=1)[CH2:19][C:20]([OH:22])=O)[C:6]2=[O:17].[C:34](N1C=CN=C1)([N:36]1C=CN=[CH:37]1)=O.CNC.O, predict the reaction product. (7) Given the reactants [CH3:1][O:2][C:3]([NH:5][C@H:6]([C:10]1[CH:15]=[CH:14][CH:13]=[CH:12][CH:11]=1)[C:7]([OH:9])=[O:8])=[O:4].Cl.[CH2:17]([O:24][C:25](=[O:31])[C@@H:26]1[CH2:30][CH2:29][CH2:28][NH:27]1)[C:18]1[CH:23]=[CH:22][CH:21]=[CH:20][CH:19]=1, predict the reaction product. The product is: [CH2:17]([O:24][C:25]([C@@H:26]1[CH2:30][CH2:29][CH2:28][N:27]1[C:7](=[O:9])[C@H:6]([NH:5][C:3]([O:2][CH3:1])=[O:4])[C:10]1[CH:15]=[CH:14][CH:13]=[CH:12][CH:11]=1)=[O:31])[C:18]1[CH:19]=[CH:20][CH:21]=[CH:22][CH:23]=1.[CH2:17]([O:24][C:25]([C@@H:26]1[CH2:30][CH2:29][CH2:28][N:27]1[C:7](=[O:8])[C@@H:6]([NH:5][C:3]([O:2][CH3:1])=[O:4])[C:10]1[CH:15]=[CH:14][CH:13]=[CH:12][CH:11]=1)=[O:31])[C:18]1[CH:19]=[CH:20][CH:21]=[CH:22][CH:23]=1.